Predict the reaction yield, written as a fraction of the theoretical maximum amount of product (1.0 means a 100% yield; for example, 0.34 means a 34% yield). From a dataset of Reaction yield outcomes from USPTO patents with 853,638 reactions. (1) The reactants are [Si]([N:5]=[N+:6]=[N-:7])(C)(C)C.[Cl:8][C:9]1[CH:10]=[CH:11][C:12]([O:27][CH2:28][C:29]2[CH:34]=[CH:33][C:32]([Cl:35])=[CH:31][C:30]=2[F:36])=[C:13]([CH:26]=1)[CH2:14][N:15]1[C:19]2[N:20]=[CH:21][CH:22]=[C:23]([C:24]#[N:25])[C:18]=2[CH2:17][CH2:16]1. The catalyst is C1(C)C=CC=CC=1. The product is [Cl:8][C:9]1[CH:10]=[CH:11][C:12]([O:27][CH2:28][C:29]2[CH:34]=[CH:33][C:32]([Cl:35])=[CH:31][C:30]=2[F:36])=[C:13]([CH:26]=1)[CH2:14][N:15]1[C:19]2=[N:20][CH:21]=[CH:22][C:23]([C:24]3[NH:25][N:7]=[N:6][N:5]=3)=[C:18]2[CH2:17][CH2:16]1. The yield is 0.370. (2) The reactants are [CH2:1]([O:8][C:9](=[O:26])[C:10]1[CH:15]=[C:14]([CH:16]=O)[CH:13]=[CH:12][C:11]=1[O:18][CH2:19][C:20]1[CH:25]=[CH:24][CH:23]=[CH:22][CH:21]=1)[C:2]1[CH:7]=[CH:6][CH:5]=[CH:4][CH:3]=1.Cl.NO.C[N:31]1CCCC1=O.Cl. The catalyst is O. The product is [CH2:1]([O:8][C:9](=[O:26])[C:10]1[CH:15]=[C:14]([C:16]#[N:31])[CH:13]=[CH:12][C:11]=1[O:18][CH2:19][C:20]1[CH:25]=[CH:24][CH:23]=[CH:22][CH:21]=1)[C:2]1[CH:7]=[CH:6][CH:5]=[CH:4][CH:3]=1. The yield is 0.767. (3) The reactants are [Br:1]N1C(=O)CCC1=O.C1(P(C2C=CC=CC=2)C2C=CC=CC=2)C=CC=CC=1.N1C=CC=CC=1.[C:34]([O:38][C:39](=[O:55])[C@@H:40]([NH:44][C:45]([O:47][CH2:48][C:49]1[CH:54]=[CH:53][CH:52]=[CH:51][CH:50]=1)=[O:46])[CH2:41][CH2:42]O)([CH3:37])([CH3:36])[CH3:35]. The catalyst is C(Cl)Cl. The product is [C:34]([O:38][C:39](=[O:55])[C@@H:40]([NH:44][C:45]([O:47][CH2:48][C:49]1[CH:54]=[CH:53][CH:52]=[CH:51][CH:50]=1)=[O:46])[CH2:41][CH2:42][Br:1])([CH3:37])([CH3:36])[CH3:35]. The yield is 0.440. (4) The reactants are [NH:1]1[C:9]2[C:4](=[CH:5][C:6]([CH2:10][CH2:11][CH2:12][C:13]3[CH:22]=[CH:21][C:20]4[C:15](=[N:16][CH:17]=[CH:18][CH:19]=4)[N:14]=3)=[CH:7][CH:8]=2)[CH:3]=[CH:2]1.[H-].[Na+].[CH2:25]([O:27][C:28](=[O:32])[CH2:29][CH2:30]Cl)[CH3:26]. The catalyst is CN(C=O)C. The product is [CH2:25]([O:27][C:28](=[O:32])[CH2:29][CH2:30][N:1]1[C:9]2[C:4](=[CH:5][C:6]([CH2:10][CH2:11][CH2:12][C:13]3[CH:22]=[CH:21][C:20]4[C:15](=[N:16][CH:17]=[CH:18][CH:19]=4)[N:14]=3)=[CH:7][CH:8]=2)[CH:3]=[CH:2]1)[CH3:26]. The yield is 0.450. (5) The reactants are [C:1]([O:5][C:6]([N:8]1[C@H:13]([CH3:14])[CH2:12][N:11]([C:15](OCC2C=CC=CC=2)=O)[C@@H:10]([CH2:25][OH:26])[CH2:9]1)=[O:7])([CH3:4])([CH3:3])[CH3:2].C(=O)[C:28]1[CH:33]=[CH:32][CH:31]=[CH:30][CH:29]=1.C(O[BH-](OC(=O)C)OC(=O)C)(=O)C.[Na+].ClCCCl. The catalyst is CCOC(C)=O. The product is [C:1]([O:5][C:6]([N:8]1[CH2:9][C@H:10]([CH2:25][OH:26])[N:11]([CH2:15][C:28]2[CH:33]=[CH:32][CH:31]=[CH:30][CH:29]=2)[CH2:12][C@H:13]1[CH3:14])=[O:7])([CH3:2])([CH3:3])[CH3:4]. The yield is 0.740. (6) The reactants are [ClH:1].[C:2]1([NH:8][CH:9]([C:13]2[S:14][CH:15]=[CH:16][CH:17]=2)[C:10]([OH:12])=[O:11])[CH:7]=[CH:6][CH:5]=[CH:4][CH:3]=1.C1CCC(N=C=NC2CCCCC2)CC1.C1C=CC2N(O)N=NC=2C=1.[N:43]12[CH2:50][CH2:49][CH:46]([CH2:47][CH2:48]1)[C@@H:45](O)[CH2:44]2. The catalyst is C1COCC1. The product is [ClH:1].[N:43]12[CH2:50][CH2:49][CH:46]([CH2:47][CH2:48]1)[C@@H:45]([O:11][C:10](=[O:12])[CH:9]([NH:8][C:2]1[CH:3]=[CH:4][CH:5]=[CH:6][CH:7]=1)[C:13]1[S:14][CH:15]=[CH:16][CH:17]=1)[CH2:44]2. The yield is 0.0700.